Dataset: Forward reaction prediction with 1.9M reactions from USPTO patents (1976-2016). Task: Predict the product of the given reaction. (1) Given the reactants Br[C:2]1[CH:7]=[CH:6][C:5]([O:8][C:9]([F:12])([F:11])[F:10])=[CH:4][C:3]=1[O:13][CH2:14]OC.Br[C:18]1C=CC(OC(F)(F)F)=C[C:19]=1O.[CH3:30][CH2:31][N:32](C(C)C)[CH:33](C)[CH3:34].C([Cl:42])OC, predict the reaction product. The product is: [Cl-:42].[F:12][C:9]([F:10])([F:11])[O:8][C:5]1[CH:6]=[CH:7][CH:2]=[C:3]2[C:4]=1[CH2:18][CH2:19][C:14]1([O:13]2)[CH2:34][CH2:33][NH2+:32][CH2:31][CH2:30]1. (2) The product is: [S:6]1[C:10]2[CH:11]=[CH:12][CH:13]=[CH:14][C:9]=2[N:8]=[C:7]1[CH:18]=[O:19]. Given the reactants [Li]CCCC.[S:6]1[C:10]2[CH:11]=[CH:12][CH:13]=[CH:14][C:9]=2[N:8]=[CH:7]1.CN([CH:18]=[O:19])C.[NH4+].[Cl-], predict the reaction product. (3) The product is: [Cl:1][C:2]1[CH:6]=[C:5]([N:26]2[CH:27]=[N:36][CH:35]=[N:25]2)[S:4][C:3]=1[C:8]1[N:12]2[N:13]=[C:14]([CH3:22])[CH:15]=[C:16]([CH:17]([CH2:20][CH3:21])[CH2:18][CH3:19])[C:11]2=[N:10][C:9]=1[CH3:23]. Given the reactants [Cl:1][C:2]1[CH:6]=[C:5](I)[S:4][C:3]=1[C:8]1[N:12]2[N:13]=[C:14]([CH3:22])[CH:15]=[C:16]([CH:17]([CH2:20][CH3:21])[CH2:18][CH3:19])[C:11]2=[N:10][C:9]=1[CH3:23].N1C=[CH:27][N:26]=[N:25]1.C([O-])([O-])=O.[Cs+].[Cs+].[CH3:35][NH:36][C@H]1CCCC[C@@H]1NC, predict the reaction product. (4) Given the reactants [CH3:1][O-:2].[K+].C[O-].[Li+].[Br:7][C:8]1[C:9](Cl)=[C:10]2[CH:16]=[CH:15][NH:14][C:11]2=[N:12][CH:13]=1.Cl, predict the reaction product. The product is: [Br:7][C:8]1[C:9]([O:2][CH3:1])=[C:10]2[CH:16]=[CH:15][NH:14][C:11]2=[N:12][CH:13]=1. (5) Given the reactants [C:1]([Si:5]([CH3:8])([CH3:7])Cl)([CH3:4])([CH3:3])[CH3:2].[OH:9][C:10]1[CH:11]=[C:12]([CH:15]=[CH:16][CH:17]=1)[CH:13]=[O:14].N1C=CN=C1, predict the reaction product. The product is: [C:1]([Si:5]([CH3:8])([CH3:7])[O:9][C:10]1[CH:11]=[C:12]([CH:15]=[CH:16][CH:17]=1)[CH:13]=[O:14])([CH3:4])([CH3:3])[CH3:2]. (6) Given the reactants Cl[C:2]1[N:7]=[C:6]([C:8]2[N:12]3[CH:13]=[CH:14][CH:15]=[CH:16][C:11]3=[N:10][C:9]=2[C:17]2[CH:18]=[C:19]([CH:31]=[CH:32][CH:33]=2)[C:20]([NH:22][C:23]2[C:28]([F:29])=[CH:27][CH:26]=[CH:25][C:24]=2[F:30])=[O:21])[CH:5]=[CH:4][N:3]=1.[CH2:34]([C:36]1[C:37]([N:45]2[CH2:50][CH2:49][CH:48]([N:51]3[CH2:56][CH2:55][N:54]([S:57]([CH3:60])(=[O:59])=[O:58])[CH2:53][CH2:52]3)[CH2:47][CH2:46]2)=[CH:38][C:39]([O:43][CH3:44])=[C:40]([CH:42]=1)[NH2:41])[CH3:35].C1(C)C=CC(S(O)(=O)=O)=CC=1, predict the reaction product. The product is: [F:30][C:24]1[CH:25]=[CH:26][CH:27]=[C:28]([F:29])[C:23]=1[NH:22][C:20](=[O:21])[C:19]1[CH:31]=[CH:32][CH:33]=[C:17]([C:9]2[N:10]=[C:11]3[CH:16]=[CH:15][CH:14]=[CH:13][N:12]3[C:8]=2[C:6]2[CH:5]=[CH:4][N:3]=[C:2]([NH:41][C:40]3[CH:42]=[C:36]([CH2:34][CH3:35])[C:37]([N:45]4[CH2:46][CH2:47][CH:48]([N:51]5[CH2:52][CH2:53][N:54]([S:57]([CH3:60])(=[O:59])=[O:58])[CH2:55][CH2:56]5)[CH2:49][CH2:50]4)=[CH:38][C:39]=3[O:43][CH3:44])[N:7]=2)[CH:18]=1.